The task is: Predict the product of the given reaction.. This data is from Forward reaction prediction with 1.9M reactions from USPTO patents (1976-2016). The product is: [CH3:21][S:22]([O:13]/[N:12]=[C:9]1\[CH2:8][CH2:7][C:6]2[C:10]\1=[CH:11][C:3]([O:2][CH3:1])=[CH:4][CH:5]=2)(=[O:24])=[O:23]. Given the reactants [CH3:1][O:2][C:3]1[CH:11]=[C:10]2[C:6]([CH2:7][CH2:8]/[C:9]/2=[N:12]\[OH:13])=[CH:5][CH:4]=1.CCN(CC)CC.[CH3:21][S:22](Cl)(=[O:24])=[O:23], predict the reaction product.